Regression. Given two drug SMILES strings and cell line genomic features, predict the synergy score measuring deviation from expected non-interaction effect. From a dataset of NCI-60 drug combinations with 297,098 pairs across 59 cell lines. (1) Drug 1: C1CCC(C1)C(CC#N)N2C=C(C=N2)C3=C4C=CNC4=NC=N3. Drug 2: CC1=C2C(C(=O)C3(C(CC4C(C3C(C(C2(C)C)(CC1OC(=O)C(C(C5=CC=CC=C5)NC(=O)C6=CC=CC=C6)O)O)OC(=O)C7=CC=CC=C7)(CO4)OC(=O)C)O)C)OC(=O)C. Cell line: NCIH23. Synergy scores: CSS=29.0, Synergy_ZIP=-1.64, Synergy_Bliss=0.536, Synergy_Loewe=-23.4, Synergy_HSA=0.248. (2) Drug 1: CC1=CC=C(C=C1)C2=CC(=NN2C3=CC=C(C=C3)S(=O)(=O)N)C(F)(F)F. Drug 2: COCCOC1=C(C=C2C(=C1)C(=NC=N2)NC3=CC=CC(=C3)C#C)OCCOC.Cl. Cell line: UACC-257. Synergy scores: CSS=-1.48, Synergy_ZIP=2.02, Synergy_Bliss=3.61, Synergy_Loewe=0.962, Synergy_HSA=0.293. (3) Drug 1: CNC(=O)C1=CC=CC=C1SC2=CC3=C(C=C2)C(=NN3)C=CC4=CC=CC=N4. Drug 2: CC1CCC2CC(C(=CC=CC=CC(CC(C(=O)C(C(C(=CC(C(=O)CC(OC(=O)C3CCCCN3C(=O)C(=O)C1(O2)O)C(C)CC4CCC(C(C4)OC)O)C)C)O)OC)C)C)C)OC. Cell line: SF-268. Synergy scores: CSS=21.6, Synergy_ZIP=-0.657, Synergy_Bliss=3.47, Synergy_Loewe=-4.85, Synergy_HSA=3.62. (4) Drug 1: CC1=C2C(C(=O)C3(C(CC4C(C3C(C(C2(C)C)(CC1OC(=O)C(C(C5=CC=CC=C5)NC(=O)OC(C)(C)C)O)O)OC(=O)C6=CC=CC=C6)(CO4)OC(=O)C)OC)C)OC. Drug 2: CC1=C(C(=CC=C1)Cl)NC(=O)C2=CN=C(S2)NC3=CC(=NC(=N3)C)N4CCN(CC4)CCO. Cell line: A498. Synergy scores: CSS=21.6, Synergy_ZIP=-2.31, Synergy_Bliss=-3.48, Synergy_Loewe=-8.57, Synergy_HSA=-1.83. (5) Drug 1: CC=C1C(=O)NC(C(=O)OC2CC(=O)NC(C(=O)NC(CSSCCC=C2)C(=O)N1)C(C)C)C(C)C. Drug 2: C1=NC2=C(N1)C(=S)N=CN2. Cell line: BT-549. Synergy scores: CSS=33.2, Synergy_ZIP=-7.14, Synergy_Bliss=-3.22, Synergy_Loewe=-5.65, Synergy_HSA=-5.48. (6) Synergy scores: CSS=82.8, Synergy_ZIP=-0.0762, Synergy_Bliss=-0.480, Synergy_Loewe=-1.56, Synergy_HSA=-0.237. Drug 2: CC1C(C(CC(O1)OC2CC(OC(C2O)C)OC3=CC4=CC5=C(C(=O)C(C(C5)C(C(=O)C(C(C)O)O)OC)OC6CC(C(C(O6)C)O)OC7CC(C(C(O7)C)O)OC8CC(C(C(O8)C)O)(C)O)C(=C4C(=C3C)O)O)O)O. Cell line: CCRF-CEM. Drug 1: C1C(C(OC1N2C=NC3=C(N=C(N=C32)Cl)N)CO)O.